This data is from Full USPTO retrosynthesis dataset with 1.9M reactions from patents (1976-2016). The task is: Predict the reactants needed to synthesize the given product. (1) The reactants are: [Cl:1][CH2:2][CH2:3][CH2:4][O:5][C:6]1[CH:13]=[CH:12][C:9]([CH2:10][OH:11])=[CH:8][CH:7]=1.C(=O)([O-])[O-].[K+].[K+].[NH:20]1[CH2:25][CH2:24][CH2:23][CH2:22][CH2:21]1.CN(C)C=O. Given the product [ClH:1].[OH:11][CH2:10][C:9]1[CH:12]=[CH:13][C:6]([O:5][CH2:4][CH2:3][CH2:2][N:20]2[CH2:25][CH2:24][CH2:23][CH2:22][CH2:21]2)=[CH:7][CH:8]=1, predict the reactants needed to synthesize it. (2) Given the product [CH2:33]([O:29][C:27](=[O:28])[C:26]1[CH:30]=[CH:31][C:23]([NH:22][C:20]([C:17]2[CH:18]=[C:19]3[C:14]([CH:13]=[CH:12][NH:11]3)=[CH:15][CH:16]=2)=[O:21])=[CH:24][C:25]=1[F:32])[CH3:34], predict the reactants needed to synthesize it. The reactants are: ClC1C=C(S([N:11]2[C:19]3[C:14](=[CH:15][CH:16]=[C:17]([C:20]([NH:22][C:23]4[CH:31]=[CH:30][C:26]([C:27]([OH:29])=[O:28])=[C:25]([F:32])[CH:24]=4)=[O:21])[CH:18]=3)[CH2:13][CH2:12]2)(=O)=O)C=CC=1.[CH2:33](OC(=O)C1C=CC(N)=CC=1F)[CH3:34]. (3) Given the product [F:16][C:13]1[CH:12]=[CH:11][C:10]([C:8]2[C:7]([CH3:17])=[N:6][N:5]([CH2:1][CH2:2][C:3]#[C:4][C:19]3[CH:24]=[CH:23][CH:22]=[CH:21][N:20]=3)[N:9]=2)=[CH:15][CH:14]=1, predict the reactants needed to synthesize it. The reactants are: [CH2:1]([N:5]1[N:9]=[C:8]([C:10]2[CH:15]=[CH:14][C:13]([F:16])=[CH:12][CH:11]=2)[C:7]([CH3:17])=[N:6]1)[CH2:2][C:3]#[CH:4].Br[C:19]1[CH:24]=[CH:23][CH:22]=[CH:21][N:20]=1. (4) Given the product [NH2:30][CH2:31][CH2:32][C:33]1[CH:40]=[CH:39][C:37]([OH:38])=[C:35]([OH:36])[CH:34]=1, predict the reactants needed to synthesize it. The reactants are: CC1C(O)=C(OC)C(OC)=C(O)C=1C/C=C(/CCC=C(C)C)\C.[H-].[Na+].C(=O)(O)N.[NH2:30][CH2:31][CH2:32][C:33]1[CH:40]=[CH:39][C:37]([OH:38])=[C:35]([OH:36])[CH:34]=1. (5) Given the product [N:11]1([C:14]2[CH:15]=[CH:16][C:17]([NH:20][C:21]3[N:22]=[C:23]([O:30][C:31]4[CH:32]=[C:33]([NH:37][C:38](=[O:41])[CH:39]=[CH2:40])[CH:34]=[CH:35][CH:36]=4)[C:24]4[S:29][CH:28]=[CH:27][C:25]=4[N:26]=3)=[CH:18][CH:19]=2)[CH2:12][CH2:13][NH:8][CH2:9][CH2:10]1, predict the reactants needed to synthesize it. The reactants are: C(OC([N:8]1[CH2:13][CH2:12][N:11]([C:14]2[CH:19]=[CH:18][C:17]([NH:20][C:21]3[N:22]=[C:23]([O:30][C:31]4[CH:36]=[CH:35][CH:34]=[C:33]([NH:37][C:38](=[O:41])[CH:39]=[CH2:40])[CH:32]=4)[C:24]4[S:29][CH:28]=[CH:27][C:25]=4[N:26]=3)=[CH:16][CH:15]=2)[CH2:10][CH2:9]1)=O)(C)(C)C.FC(F)(F)C(O)=O. (6) Given the product [CH3:1][O:2][C:3]1[CH:8]=[CH:7][C:6]([C:13]2[S:17][CH:16]=[N:15][CH:14]=2)=[CH:5][CH:4]=1, predict the reactants needed to synthesize it. The reactants are: [CH3:1][O:2][C:3]1[CH:8]=[CH:7][C:6](B(O)O)=[CH:5][CH:4]=1.Br[C:13]1[S:17][CH:16]=[N:15][CH:14]=1.C(=O)([O-])[O-].[Cs+].[Cs+].O1CCOCC1. (7) Given the product [NH:21]1[C:2]2=[N:3][CH:4]=[CH:5][C:6]([C:10]3[N:11]=[C:12]([C:16]([CH3:20])([CH3:19])[C:17]#[N:18])[CH:13]=[CH:14][CH:15]=3)=[C:7]2[CH:8]=[N:22]1, predict the reactants needed to synthesize it. The reactants are: Cl[C:2]1[C:7]([CH:8]=O)=[C:6]([C:10]2[CH:15]=[CH:14][CH:13]=[C:12]([C:16]([CH3:20])([CH3:19])[C:17]#[N:18])[N:11]=2)[CH:5]=[CH:4][N:3]=1.[NH2:21][NH2:22].